This data is from Catalyst prediction with 721,799 reactions and 888 catalyst types from USPTO. The task is: Predict which catalyst facilitates the given reaction. (1) Product: [Si:7]([O:6][C:5]1[CH:14]=[C:15]([CH3:16])[C:2]([B:29]([OH:34])[OH:30])=[C:3]([CH3:17])[CH:4]=1)([C:10]([CH3:13])([CH3:12])[CH3:11])([CH3:9])[CH3:8]. Reactant: Br[C:2]1[C:15]([CH3:16])=[CH:14][C:5]([O:6][Si:7]([C:10]([CH3:13])([CH3:12])[CH3:11])([CH3:9])[CH3:8])=[CH:4][C:3]=1[CH3:17].CCCCCC.C([Li])CCC.[B:29](OC(C)C)([O:34]C(C)C)[O:30]C(C)C.Cl. The catalyst class is: 7. (2) Reactant: [CH3:1][O:2][C:3]1[CH:8]=[CH:7][C:6]([C:9]2[C:18]([C:19]3[CH:24]=[CH:23][C:22]([O:25][CH3:26])=[CH:21][CH:20]=3)=[N:17][C:16]3[C:11](=[CH:12][CH:13]=[C:14]([NH2:27])[CH:15]=3)[N:10]=2)=[CH:5][CH:4]=1.[CH3:28][S:29](Cl)(=[O:31])=[O:30].C(N(CC)CC)C. The catalyst class is: 4. Product: [CH3:1][O:2][C:3]1[CH:4]=[CH:5][C:6]([C:9]2[C:18]([C:19]3[CH:24]=[CH:23][C:22]([O:25][CH3:26])=[CH:21][CH:20]=3)=[N:17][C:16]3[C:11](=[CH:12][CH:13]=[C:14]([N:27]([S:29]([CH3:28])(=[O:31])=[O:30])[S:29]([CH3:28])(=[O:31])=[O:30])[CH:15]=3)[N:10]=2)=[CH:7][CH:8]=1. (3) Reactant: [CH2:1]([NH2:4])[CH2:2][NH2:3].[CH3:5][C:6]([O:9][C:10](O[C:10]([O:9][C:6]([CH3:8])([CH3:7])[CH3:5])=[O:11])=[O:11])([CH3:8])[CH3:7]. Product: [NH2:3][CH2:2][CH2:1][NH:4][C:10](=[O:11])[O:9][C:6]([CH3:8])([CH3:7])[CH3:5]. The catalyst class is: 22. (4) Reactant: [NH:1]([C:6]([O:8][C:9]([CH3:12])([CH3:11])[CH3:10])=[O:7])[CH2:2][C:3]([OH:5])=O.CCN=C=NCCCN(C)C.[NH2:24][C@H:25]([C:29]([O:31][CH3:32])=[O:30])[CH:26]([CH3:28])[CH3:27].Cl.CCN(C(C)C)C(C)C. Product: [NH:1]([C:6]([O:8][C:9]([CH3:12])([CH3:11])[CH3:10])=[O:7])[CH2:2][C:3]([NH:24][C@H:25]([C:29]([O:31][CH3:32])=[O:30])[CH:26]([CH3:28])[CH3:27])=[O:5]. The catalyst class is: 76.